Dataset: Full USPTO retrosynthesis dataset with 1.9M reactions from patents (1976-2016). Task: Predict the reactants needed to synthesize the given product. Given the product [CH2:14]([O:13][C:5](=[O:12])[CH:6]([C@H:21]([CH3:25])[CH2:22][CH2:23][CH3:24])[C:7]([O:9][CH2:10][CH3:11])=[O:8])[CH3:15], predict the reactants needed to synthesize it. The reactants are: [O-]CC.[Na+].[C:5]([O:13][CH2:14][CH3:15])(=[O:12])[CH2:6][C:7]([O:9][CH2:10][CH3:11])=[O:8].CS(O[C@@H:21]([CH3:25])[CH2:22][CH2:23][CH3:24])(=O)=O.[Cl-].[NH4+].